Dataset: Catalyst prediction with 721,799 reactions and 888 catalyst types from USPTO. Task: Predict which catalyst facilitates the given reaction. (1) Reactant: Br[C:2]1[C:3]([CH3:13])=[C:4]([C:8]([O:10][CH2:11][CH3:12])=[O:9])[NH:5][C:6]=1[CH3:7].[F:14][C:15]([F:26])([F:25])[C:16]1[CH:21]=[CH:20][CH:19]=[CH:18][C:17]=1B(O)O.C(=O)([O-])[O-].[Na+].[Na+]. Product: [CH2:11]([O:10][C:8]([C:4]1[NH:5][C:6]([CH3:7])=[C:2]([C:17]2[CH:18]=[CH:19][CH:20]=[CH:21][C:16]=2[C:15]([F:26])([F:25])[F:14])[C:3]=1[CH3:13])=[O:9])[CH3:12]. The catalyst class is: 339. (2) Reactant: [NH2:1][C:2]1[CH:3]=[N:4][C:5]([NH:8][C:9]2[CH:10]=[C:11]([S:15]([NH:18][CH2:19][CH2:20][N:21]([CH3:23])[CH3:22])(=[O:17])=[O:16])[CH:12]=[CH:13][CH:14]=2)=[N:6][CH:7]=1.[CH3:24][C:25]1[CH:33]=[CH:32][CH:31]=[C:30]([CH3:34])[C:26]=1[C:27](Cl)=[O:28]. Product: [CH3:22][N:21]([CH3:23])[CH2:20][CH2:19][NH:18][S:15]([C:11]1[CH:10]=[C:9]([NH:8][C:5]2[N:4]=[CH:3][C:2]([NH:1][C:27](=[O:28])[C:26]3[C:30]([CH3:34])=[CH:31][CH:32]=[CH:33][C:25]=3[CH3:24])=[CH:7][N:6]=2)[CH:14]=[CH:13][CH:12]=1)(=[O:16])=[O:17]. The catalyst class is: 308. (3) The catalyst class is: 230. Product: [C:21]([O:24][C:25]([N:14]1[C:15]2[C:11](=[C:10]([O:18][CH3:19])[C:9]([O:8][CH2:1][C:2]3[CH:3]=[CH:4][CH:5]=[CH:6][CH:7]=3)=[CH:17][CH:16]=2)[CH:12]=[CH:13]1)=[O:26])([CH3:23])([CH3:22])[CH3:20]. Reactant: [CH2:1]([O:8][C:9]1[C:10]([O:18][CH3:19])=[C:11]2[C:15](=[CH:16][CH:17]=1)[NH:14][CH:13]=[CH:12]2)[C:2]1[CH:7]=[CH:6][CH:5]=[CH:4][CH:3]=1.[CH3:20][C:21]([O:24][C:25](O[C:25]([O:24][C:21]([CH3:23])([CH3:22])[CH3:20])=[O:26])=[O:26])([CH3:23])[CH3:22].